From a dataset of Full USPTO retrosynthesis dataset with 1.9M reactions from patents (1976-2016). Predict the reactants needed to synthesize the given product. (1) Given the product [C:19]([O:18][C:16](=[O:17])[CH2:15][O:14][C:7]1[CH:8]=[C:9]2[C:4](=[CH:5][CH:6]=1)[N:3]=[C:2]([Cl:1])[C:11]([C:12]([OH:29])=[O:13])=[CH:10]2)([CH3:22])([CH3:21])[CH3:20], predict the reactants needed to synthesize it. The reactants are: [Cl:1][C:2]1[C:11]([CH:12]=[O:13])=[CH:10][C:9]2[C:4](=[CH:5][CH:6]=[C:7]([O:14][CH2:15][C:16]([O:18][C:19]([CH3:22])([CH3:21])[CH3:20])=[O:17])[CH:8]=2)[N:3]=1.CC(=CC)C.Cl([O-])=[O:29].[Na+].P([O-])(O)(O)=O.[Na+]. (2) Given the product [Cl:28][C:7]1[C:6]2[C:11](=[CH:12][C:3]([O:2][CH3:1])=[C:4]([O:14][CH2:15][CH2:16][CH2:17][CH2:18][CH2:19][CH2:20][C:21]([O:23][CH2:24][CH3:25])=[O:22])[CH:5]=2)[N:10]=[CH:9][N:8]=1, predict the reactants needed to synthesize it. The reactants are: [CH3:1][O:2][C:3]1[CH:12]=[C:11]2[C:6]([C:7](=O)[NH:8][CH:9]=[N:10]2)=[CH:5][C:4]=1[O:14][CH2:15][CH2:16][CH2:17][CH2:18][CH2:19][CH2:20][C:21]([O:23][CH2:24][CH3:25])=[O:22].P(Cl)(Cl)([Cl:28])=O.